This data is from Full USPTO retrosynthesis dataset with 1.9M reactions from patents (1976-2016). The task is: Predict the reactants needed to synthesize the given product. (1) Given the product [CH3:25][C:26]1([CH3:28])[O:24][C:23]2[CH:22]=[CH:21][C:18]([CH:19]=[O:20])=[CH:17][C:16]=2[O:15]1, predict the reactants needed to synthesize it. The reactants are: O=P12OP3(OP(OP(O3)(O1)=O)(=O)O2)=O.[OH:15][C:16]1[CH:17]=[C:18]([CH:21]=[CH:22][C:23]=1[OH:24])[CH:19]=[O:20].[CH3:25][C:26]([CH3:28])=O.C(=O)([O-])[O-].[K+].[K+]. (2) Given the product [C:15]1([N:1]2[CH:5]=[CH:4][CH:3]=[N:2]2)[C:16]2[C:11](=[CH:10][CH:9]=[CH:8][CH:7]=2)[CH:12]=[CH:13][CH:14]=1, predict the reactants needed to synthesize it. The reactants are: [NH:1]1[CH:5]=[CH:4][CH:3]=[N:2]1.I[C:7]1[C:16]2[C:11](=[CH:12][CH:13]=[CH:14][CH:15]=2)[CH:10]=[CH:9][CH:8]=1.C([O-])([O-])=O.[Cs+].[Cs+]. (3) Given the product [NH2:56][C:57]1[N:58]=[CH:59][N:60]=[C:49]([N:45]2[CH2:46][CH2:47][CH2:48][C@@H:43]([NH:42][C:40](=[O:41])[CH2:39][NH:38][C:33]3[CH:34]=[C:35]([Cl:37])[CH:36]=[C:31]([Cl:30])[CH:32]=3)[CH2:44]2)[CH:62]=1, predict the reactants needed to synthesize it. The reactants are: ClC1C=C(N[C@H](C2CC2)C(N[C@@H]2CCCN(C(OC(C)(C)C)=O)C2)=O)C=C(F)C=1.[Cl:30][C:31]1[CH:32]=[C:33]([NH:38][CH2:39][C:40]([NH:42][C@@H:43]2[CH2:48][CH2:47][CH2:46][N:45]([C:49](OC(C)(C)C)=O)[CH2:44]2)=[O:41])[CH:34]=[C:35]([Cl:37])[CH:36]=1.[NH2:56][C:57]1[C:62](C#N)=C(Cl)[N:60]=[CH:59][N:58]=1.ClC1N=CN=C(N)C=1. (4) Given the product [SH:16][C:15]1[N:14]([C:17]2[CH:27]=[CH:26][C:20]([C:21]([O:23][CH2:24][CH3:25])=[O:22])=[CH:19][CH:18]=2)[C:4](=[O:6])[C:3]2[C:2](=[CH:11][C:10]([O:12][CH3:13])=[CH:9][CH:8]=2)[N:1]=1, predict the reactants needed to synthesize it. The reactants are: [NH2:1][C:2]1[CH:11]=[C:10]([O:12][CH3:13])[CH:9]=[CH:8][C:3]=1[C:4]([O:6]C)=O.[N:14]([C:17]1[CH:27]=[CH:26][C:20]([C:21]([O:23][CH2:24][CH3:25])=[O:22])=[CH:19][CH:18]=1)=[C:15]=[S:16]. (5) Given the product [CH2:1]([O:3][C:4]([C:6]1[C:7]([CH2:25][CH3:26])=[N:8][C:9]([NH:13][CH2:14][CH2:15][CH2:16][C:17]2[CH:22]=[CH:21][CH:20]=[C:19]([OH:23])[CH:18]=2)=[N:10][C:11]=1[CH3:12])=[O:5])[CH3:2], predict the reactants needed to synthesize it. The reactants are: [CH2:1]([O:3][C:4]([C:6]1[C:7]([CH2:25][CH3:26])=[N:8][C:9]([NH:13][CH2:14][CH2:15][CH2:16][C:17]2[CH:22]=[CH:21][CH:20]=[C:19]([O:23]C)[CH:18]=2)=[N:10][C:11]=1[CH3:12])=[O:5])[CH3:2].B(Br)(Br)Br.C(Cl)Cl. (6) Given the product [C:25]12[CH2:24][CH:23]([C:31]([NH:1][C:2]3[CH:7]=[CH:6][C:5]([C:8]4[S:12][C:11]([C:13]5([O:17][CH2:18][C:19]([OH:21])=[O:20])[CH2:16][CH2:15][CH2:14]5)=[N:10][CH:9]=4)=[CH:4][CH:3]=3)=[O:32])[C:26]1=[CH:27][CH:28]=[CH:29][CH:30]=2, predict the reactants needed to synthesize it. The reactants are: [NH2:1][C:2]1[CH:7]=[CH:6][C:5]([C:8]2[S:12][C:11]([C:13]3([O:17][CH2:18][C:19]([O:21]C)=[O:20])[CH2:16][CH2:15][CH2:14]3)=[N:10][CH:9]=2)=[CH:4][CH:3]=1.[CH:23]1([C:31](O)=[O:32])[C:26]2[CH:27]=[CH:28][CH:29]=[CH:30][C:25]=2[CH2:24]1.CN1CCOCC1.O.ON1C2C=CC=CC=2N=N1.Cl.C(N=C=NCCCN(C)C)C. (7) Given the product [Br:1][C:2]1[CH:7]=[CH:6][CH:5]=[C:4]([O:8][CH:10]2[CH2:14][CH2:13][CH2:12][CH2:11]2)[CH:3]=1, predict the reactants needed to synthesize it. The reactants are: [Br:1][C:2]1[CH:3]=[C:4]([OH:8])[CH:5]=[CH:6][CH:7]=1.Br[CH:10]1[CH2:14][CH2:13][CH2:12][CH2:11]1.C([O-])([O-])=O.[K+].[K+]. (8) Given the product [Cl:34][C:28]1[CH:29]=[CH:30][CH:31]=[C:32]([Cl:33])[C:27]=1[C:20]1[C:19]([CH2:18][O:17][C:14]2[N:13]=[C:12]([C:35]([F:37])([F:36])[F:38])[C:11]([N:10]([CH3:44])[C:8](=[O:9])[C:7]3[CH:39]=[CH:40][C:4]([C:3]([OH:2])=[O:41])=[CH:5][CH:6]=3)=[CH:16][CH:15]=2)=[C:23]([CH:24]([CH3:25])[CH3:26])[O:22][N:21]=1, predict the reactants needed to synthesize it. The reactants are: C[O:2][C:3](=[O:41])[C:4]1[CH:40]=[CH:39][C:7]([C:8]([NH:10][C:11]2[C:12]([C:35]([F:38])([F:37])[F:36])=[N:13][C:14]([O:17][CH2:18][C:19]3[C:20]([C:27]4[C:32]([Cl:33])=[CH:31][CH:30]=[CH:29][C:28]=4[Cl:34])=[N:21][O:22][C:23]=3[CH:24]([CH3:26])[CH3:25])=[CH:15][CH:16]=2)=[O:9])=[CH:6][CH:5]=1.[H-].[Na+].[CH3:44]I.[OH-].[Na+]. (9) Given the product [C:1]1([C:7]#[C:8][C:9]2[CH:10]=[C:11]([C:15]([N:51]3[CH2:52][CH:53]=[C:54]([C:57]4[CH:58]=[C:59]([CH:62]=[CH:63][CH:64]=4)[C:60]#[N:61])[CH2:55][CH2:56]3)=[O:17])[CH:12]=[N:13][CH:14]=2)[CH:2]=[CH:3][CH:4]=[CH:5][CH:6]=1, predict the reactants needed to synthesize it. The reactants are: [C:1]1([C:7]#[C:8][C:9]2[CH:10]=[C:11]([C:15]([OH:17])=O)[CH:12]=[N:13][CH:14]=2)[CH:6]=[CH:5][CH:4]=[CH:3][CH:2]=1.CN(C(ON1N=NC2C=CC=NC1=2)=[N+](C)C)C.F[P-](F)(F)(F)(F)F.C(N(C(C)C)CC)(C)C.[NH:51]1[CH2:56][CH:55]=[C:54]([C:57]2[CH:58]=[C:59]([CH:62]=[CH:63][CH:64]=2)[C:60]#[N:61])[CH2:53][CH2:52]1. (10) Given the product [NH:1]1[C:9]2[C:4](=[CH:5][C:6]([CH:10]3[C:14]([C:15]#[N:16])=[C:13]([CH3:17])[NH:12][C:7]([CH3:6])=[C:8]3[C:9]#[N:1])=[CH:7][CH:8]=2)[CH:3]=[N:2]1, predict the reactants needed to synthesize it. The reactants are: [NH:1]1[C:9]2[C:4](=[CH:5][C:6]([CH:10]=O)=[CH:7][CH:8]=2)[CH:3]=[N:2]1.[NH2:12]/[C:13](/[CH3:17])=[CH:14]\[C:15]#[N:16].C([O-])(O)=O.[Na+].